This data is from Reaction yield outcomes from USPTO patents with 853,638 reactions. The task is: Predict the reaction yield, written as a fraction of the theoretical maximum amount of product (1.0 means a 100% yield; for example, 0.34 means a 34% yield). (1) The reactants are [Br:1][C:2]1[CH:3]=[C:4]2[C:11]3([C:15](=[O:16])[NH:14][C:13](=O)[NH:12]3)[CH2:10][CH:9]([C:18]3[CH:23]=[CH:22][CH:21]=[C:20]([Cl:24])[CH:19]=3)[O:8][C:5]2=[CH:6][CH:7]=1.COC1C=CC(P2(SP(C3C=CC(OC)=CC=3)(=S)S2)=[S:34])=CC=1. The catalyst is O1CCOCC1. The product is [Br:1][C:2]1[CH:3]=[C:4]2[C:11]3([C:15](=[O:16])[NH:14][C:13](=[S:34])[NH:12]3)[CH2:10][CH:9]([C:18]3[CH:23]=[CH:22][CH:21]=[C:20]([Cl:24])[CH:19]=3)[O:8][C:5]2=[CH:6][CH:7]=1. The yield is 0.710. (2) The reactants are [C:1]([C:4]1[CH:5]=[C:6]([C@@H:25]([NH:29][C:30](=[O:36])[O:31][C:32]([CH3:35])([CH3:34])[CH3:33])[CH2:26][CH:27]=C)[CH:7]=[C:8]([C:10]2[N:14]([CH:15]([F:17])[F:16])[N:13]=[CH:12][C:11]=2[NH:18][C:19](=[O:24])[C@H:20]([CH3:23])[CH:21]=C)[CH:9]=1)(=[O:3])[NH2:2]. The catalyst is ClCCCl.Cl[Ru](=C1N(C2C(C)=CC(C)=CC=2C)CCN1C1C(C)=CC(C)=CC=1C)(Cl)(=CC1C=CC=CC=1)[P](C1CCCCC1)(C1CCCCC1)C1CCCCC1. The product is [C:1]([C:4]1[CH:5]=[C:6]2[CH:7]=[C:8]([CH:9]=1)[C:10]1[N:14]([CH:15]([F:16])[F:17])[N:13]=[CH:12][C:11]=1[NH:18][C:19](=[O:24])[C@H:20]([CH3:21])[CH:23]=[CH:27][CH2:26][C@@H:25]2[NH:29][C:30](=[O:36])[O:31][C:32]([CH3:33])([CH3:35])[CH3:34])(=[O:3])[NH2:2]. The yield is 0.310. (3) The reactants are [Cl:1][C:2]([F:11])([F:10])[C:3](=O)/[CH:4]=[CH:5]/OCC.C[N:13](C)[CH:14]=[CH:15][C:16]#[N:17].C([O-])(=O)C.[NH4+].O. The catalyst is C1(C)C=CC=CC=1. The product is [Cl:1][C:2]([F:10])([F:11])[C:3]1[CH:4]=[CH:5][C:15]([C:16]#[N:17])=[CH:14][N:13]=1. The yield is 0.410. (4) The reactants are [Br:1][C:2]1[CH:7]=[CH:6][C:5]([OH:8])=[CH:4][C:3]=1[CH2:9][O:10][CH2:11][O:12][CH3:13].[C:14]([C:16]1[CH:23]=[CH:22][C:19]([CH2:20]Br)=[CH:18][CH:17]=1)#[N:15].C(=O)([O-])[O-].[K+].[K+].O. The catalyst is CN(C)C=O. The product is [Br:1][C:2]1[CH:7]=[CH:6][C:5]([O:8][CH2:20][C:19]2[CH:22]=[CH:23][C:16]([C:14]#[N:15])=[CH:17][CH:18]=2)=[CH:4][C:3]=1[CH2:9][O:10][CH2:11][O:12][CH3:13]. The yield is 0.950. (5) The reactants are [C:1]1([S:7]([C:10]2[CH:15]=[CH:14][C:13]([CH2:16][CH2:17][CH:18]=[O:19])=[C:12]([Br:20])[CH:11]=2)(=[O:9])=[O:8])[CH:6]=[CH:5][CH:4]=[CH:3][CH:2]=1.[CH3:21][Si:22]([CH2:25][Mg]Cl)([CH3:24])[CH3:23]. The catalyst is C1COCC1. The product is [C:1]1([S:7]([C:10]2[CH:15]=[CH:14][C:13]([CH2:16][CH2:17][CH:18]([OH:19])[CH2:21][Si:22]([CH3:25])([CH3:24])[CH3:23])=[C:12]([Br:20])[CH:11]=2)(=[O:8])=[O:9])[CH:2]=[CH:3][CH:4]=[CH:5][CH:6]=1. The yield is 0.770. (6) The reactants are [NH2:1][C:2]1[NH:6][N:5]=[C:4]([NH:7][C:8]2[CH:13]=[C:12]([Cl:14])[C:11]([S:15][C:16]3[CH:23]=[CH:22][C:19]([C:20]#[N:21])=[CH:18][CH:17]=3)=[C:10]([Cl:24])[CH:9]=2)[N:3]=1.[OH:25]OS([O-])=O.[K+]. The catalyst is CO. The product is [NH2:1][C:2]1[NH:6][N:5]=[C:4]([NH:7][C:8]2[CH:9]=[C:10]([Cl:24])[C:11]([S:15]([C:16]3[CH:23]=[CH:22][C:19]([C:20]#[N:21])=[CH:18][CH:17]=3)=[O:25])=[C:12]([Cl:14])[CH:13]=2)[N:3]=1. The yield is 0.0300.